Dataset: Full USPTO retrosynthesis dataset with 1.9M reactions from patents (1976-2016). Task: Predict the reactants needed to synthesize the given product. (1) Given the product [F:34][C:2]([F:33])([F:1])[C:3]1[CH:4]=[C:5]([CH:6]=[C:7]([C:9]([F:10])([F:11])[F:12])[CH:8]=1)[C:13]([N:15]1[CH2:20][CH2:19][C@H:18]([N:21]2[CH2:26][CH2:25][N:24]([CH2:36][C:37]([NH:39][C:40]3[C:45]([CH3:46])=[CH:44][CH:43]=[CH:42][C:41]=3[CH3:47])=[O:38])[CH2:23][CH2:22]2)[C@H:17]([C:27]2[CH:32]=[CH:31][CH:30]=[CH:29][CH:28]=2)[CH2:16]1)=[O:14], predict the reactants needed to synthesize it. The reactants are: [F:1][C:2]([F:34])([F:33])[C:3]1[CH:4]=[C:5]([C:13]([N:15]2[CH2:20][CH2:19][C@H:18]([N:21]3[CH2:26][CH2:25][NH:24][CH2:23][CH2:22]3)[C@H:17]([C:27]3[CH:32]=[CH:31][CH:30]=[CH:29][CH:28]=3)[CH2:16]2)=[O:14])[CH:6]=[C:7]([C:9]([F:12])([F:11])[F:10])[CH:8]=1.Cl[CH2:36][C:37]([NH:39][C:40]1[C:45]([CH3:46])=[CH:44][CH:43]=[CH:42][C:41]=1[CH3:47])=[O:38]. (2) Given the product [CH3:1][C@H:2]([NH:7][C:8]([C:10]1[C:18]2[C:13](=[N:14][CH:15]=[C:16]([C:19]3[CH:20]=[N:21][N:22]([CH3:24])[CH:23]=3)[N:17]=2)[NH:12][CH:11]=1)=[O:9])[C:3]([CH3:6])([CH3:5])[CH3:4], predict the reactants needed to synthesize it. The reactants are: [CH3:1][C@H:2]([NH:7][C:8]([C:10]1[C:18]2[C:13](=[N:14][CH:15]=[C:16]([C:19]3[CH:20]=[N:21][N:22]([CH3:24])[CH:23]=3)[N:17]=2)[N:12](COCC[Si](C)(C)C)[CH:11]=1)=[O:9])[C:3]([CH3:6])([CH3:5])[CH3:4].FC(F)(F)C(O)=O.C([O-])(=O)C.[Na+].O.